Dataset: Peptide-MHC class I binding affinity with 185,985 pairs from IEDB/IMGT. Task: Regression. Given a peptide amino acid sequence and an MHC pseudo amino acid sequence, predict their binding affinity value. This is MHC class I binding data. (1) The peptide sequence is FVASFRLFA. The MHC is HLA-A02:06 with pseudo-sequence HLA-A02:06. The binding affinity (normalized) is 0.828. (2) The peptide sequence is GTGSGVSSKK. The MHC is HLA-A68:01 with pseudo-sequence HLA-A68:01. The binding affinity (normalized) is 0.149.